Dataset: Forward reaction prediction with 1.9M reactions from USPTO patents (1976-2016). Task: Predict the product of the given reaction. (1) Given the reactants [C:1]([CH2:4][CH2:5][C:6]1[C:7]([CH3:13])=[C:8]([CH:11]=O)[NH:9][CH:10]=1)([OH:3])=[O:2].[CH3:14][NH:15][S:16]([C:19]1[CH:20]=[C:21]2[C:25](=[CH:26][CH:27]=1)[NH:24][C:23](=[O:28])[CH2:22]2)(=[O:18])=[O:17].N1CCCCC1, predict the reaction product. The product is: [CH3:13][C:7]1[C:6]([CH2:5][CH2:4][C:1]([OH:3])=[O:2])=[CH:10][NH:9][C:8]=1[CH:11]=[C:22]1[C:21]2[C:25](=[CH:26][CH:27]=[C:19]([S:16](=[O:17])(=[O:18])[NH:15][CH3:14])[CH:20]=2)[NH:24][C:23]1=[O:28]. (2) Given the reactants C[O:2][C:3](=[O:21])[CH:4]([NH:17][C:18](=[O:20])[CH3:19])[CH2:5][C:6]1[C:15]2[C:10](=[CH:11][CH:12]=[CH:13][CH:14]=2)[C:9]([NH2:16])=[CH:8][CH:7]=1.[OH-].[Na+].Cl, predict the reaction product. The product is: [C:18]([NH:17][CH:4]([CH2:5][C:6]1[C:15]2[C:10](=[CH:11][CH:12]=[CH:13][CH:14]=2)[C:9]([NH2:16])=[CH:8][CH:7]=1)[C:3]([OH:21])=[O:2])(=[O:20])[CH3:19]. (3) Given the reactants C([O:3][C:4](=[O:34])[CH2:5][CH2:6][C:7]1[CH:12]=[CH:11][C:10]([O:13][C:14]2[CH:19]=[C:18]([CH3:20])[CH:17]=[C:16]([O:21][C:22]3[CH:27]=[CH:26][C:25]([C:28]([F:31])([F:30])[F:29])=[CH:24][C:23]=3Br)[CH:15]=2)=[CH:9][C:8]=1[CH3:33])C.[CH3:35][S:36]([C:39]1[CH:44]=[CH:43][C:42](B(O)O)=[CH:41][CH:40]=1)(=[O:38])=[O:37], predict the reaction product. The product is: [CH3:35][S:36]([C:39]1[CH:44]=[CH:43][C:42]([C:27]2[CH:26]=[C:25]([C:28]([F:30])([F:31])[F:29])[CH:24]=[CH:23][C:22]=2[O:21][C:16]2[CH:15]=[C:14]([CH:19]=[C:18]([CH3:20])[CH:17]=2)[O:13][C:10]2[CH:11]=[CH:12][C:7]([CH2:6][CH2:5][C:4]([OH:34])=[O:3])=[C:8]([CH3:33])[CH:9]=2)=[CH:41][CH:40]=1)(=[O:38])=[O:37]. (4) The product is: [CH3:28][O:27][C:23]([C:24]1[NH:15][C:14]([C:13]2[CH:19]=[CH:20][CH:21]=[CH:22][C:12]=2/[CH:11]=[CH:10]/[C:3]2[C:4]3[C:9](=[CH:8][CH:7]=[CH:6][CH:5]=3)[NH:1][N:2]=2)=[N:17][CH:25]=1)=[O:26]. Given the reactants [NH:1]1[C:9]2[C:4](=[CH:5][CH:6]=[CH:7][CH:8]=2)[C:3]([CH:10]=[CH:11][C:12]2[CH:22]=[CH:21][CH:20]=[CH:19][C:13]=2/[C:14](/[NH:17]O)=[N:15]\[H])=[N:2]1.[C:23]([O:27][CH3:28])(=[O:26])[C:24]#[CH:25].O, predict the reaction product. (5) The product is: [C:8]([O:16][CH2:17][CH2:18][CH2:19][C:20]1[C:39]([O:40][S:43]([C:42]([F:61])([F:60])[F:41])(=[O:45])=[O:44])=[CH:38][C:23]2[C:24]([C:34](=[O:37])[NH:35][CH3:36])=[C:25]([C:27]3[CH:32]=[CH:31][C:30]([F:33])=[CH:29][CH:28]=3)[O:26][C:22]=2[CH:21]=1)(=[O:15])[C:9]1[CH:10]=[CH:11][CH:12]=[CH:13][CH:14]=1. Given the reactants C(N(CC)CC)C.[C:8]([O:16][CH2:17][CH2:18][CH2:19][C:20]1[C:39]([OH:40])=[CH:38][C:23]2[C:24]([C:34](=[O:37])[NH:35][CH3:36])=[C:25]([C:27]3[CH:32]=[CH:31][C:30]([F:33])=[CH:29][CH:28]=3)[O:26][C:22]=2[CH:21]=1)(=[O:15])[C:9]1[CH:14]=[CH:13][CH:12]=[CH:11][CH:10]=1.[F:41][C:42]([F:61])([F:60])[S:43](N(C1C=CC=CC=1)[S:43]([C:42]([F:61])([F:60])[F:41])(=[O:45])=[O:44])(=[O:45])=[O:44], predict the reaction product. (6) Given the reactants [OH:1][C:2]1[CH:3]=[CH:4][C:5]2[N:9]=[C:8]([C:10]3[C:22]4[C:21]5[C:16](=[CH:17][CH:18]=[CH:19][CH:20]=5)[C:15](=[N:23]O)[C:14]=4[CH:13]=[CH:12][CH:11]=3)[NH:7][C:6]=2[CH:25]=1, predict the reaction product. The product is: [OH:1][C:2]1[CH:3]=[CH:4][C:5]2[N:9]=[C:8]([C:10]3[C:22]4[C:21]5[C:16](=[CH:17][CH:18]=[CH:19][CH:20]=5)[CH:15]([NH2:23])[C:14]=4[CH:13]=[CH:12][CH:11]=3)[NH:7][C:6]=2[CH:25]=1.